Dataset: Catalyst prediction with 721,799 reactions and 888 catalyst types from USPTO. Task: Predict which catalyst facilitates the given reaction. (1) Reactant: [CH2:1]([O:5][CH2:6][CH2:7][O:8][C:9]1[CH:14]=[CH:13][C:12]([C:15]2[CH:16]=[CH:17][C:18]3[N:24]([CH2:25][CH2:26][CH3:27])[CH2:23][CH2:22][C:21]([C:28]([NH:30][C:31]4[CH:36]=[CH:35][C:34]([S:37][CH2:38][CH2:39][N:40]5[CH:44]=[N:43][N:42]=[CH:41]5)=[CH:33][CH:32]=4)=[O:29])=[CH:20][C:19]=3[CH:45]=2)=[CH:11][CH:10]=1)[CH2:2][CH2:3][CH3:4].ClC1C=CC=C(C(OO)=[O:54])C=1.S([O-])([O-])(=O)=S.[Na+].[Na+]. Product: [CH2:1]([O:5][CH2:6][CH2:7][O:8][C:9]1[CH:10]=[CH:11][C:12]([C:15]2[CH:16]=[CH:17][C:18]3[N:24]([CH2:25][CH2:26][CH3:27])[CH2:23][CH2:22][C:21]([C:28]([NH:30][C:31]4[CH:32]=[CH:33][C:34]([S:37]([CH2:38][CH2:39][N:40]5[CH:41]=[N:42][N:43]=[CH:44]5)=[O:54])=[CH:35][CH:36]=4)=[O:29])=[CH:20][C:19]=3[CH:45]=2)=[CH:13][CH:14]=1)[CH2:2][CH2:3][CH3:4]. The catalyst class is: 4. (2) Reactant: [F:1][C:2]([F:12])([F:11])[C:3]1[CH:10]=[CH:9][C:6]([C:7]#[N:8])=[CH:5][CH:4]=1.CC(C)([O-])C.[K+].[C:19]([O:23][C:24](=[O:42])[C:25]([O:28][C:29]1[CH:34]=[CH:33][C:32]([CH2:35][CH2:36][CH2:37][C:38]([NH:40][NH2:41])=O)=[CH:31][CH:30]=1)([CH3:27])[CH3:26])([CH3:22])([CH3:21])[CH3:20]. Product: [C:19]([O:23][C:24](=[O:42])[C:25]([CH3:27])([O:28][C:29]1[CH:34]=[CH:33][C:32]([CH2:35][CH2:36][CH2:37][C:38]2[NH:40][N:41]=[C:7]([C:6]3[CH:5]=[CH:4][C:3]([C:2]([F:1])([F:11])[F:12])=[CH:10][CH:9]=3)[N:8]=2)=[CH:31][CH:30]=1)[CH3:26])([CH3:21])([CH3:20])[CH3:22]. The catalyst class is: 5. (3) Reactant: [Cl:1][C:2]1[C:7]([O:8][CH3:9])=[CH:6][CH:5]=[CH:4][C:3]=1[C@@H:10]1[C:16]2[CH:17]=[C:18]([C:21]([F:24])([F:23])[F:22])[CH:19]=[CH:20][C:15]=2[N:14]2[C:25]([C:28]([F:31])([F:30])[CH3:29])=[N:26][N:27]=[C:13]2[C@@H:12]([CH2:32][C:33]([O:35][CH2:36][CH3:37])=[O:34])[O:11]1.CCCCCC. Product: [Cl:1][C:2]1[C:7]([O:8][CH3:9])=[CH:6][CH:5]=[CH:4][C:3]=1[C@@H:10]1[C:16]2[CH:17]=[C:18]([C:21]([F:22])([F:23])[F:24])[CH:19]=[CH:20][C:15]=2[N:14]2[C:25]([C:28]([F:31])([F:30])[CH3:29])=[N:26][N:27]=[C:13]2[C@@H:12]([CH2:32][C:33]([O:35][CH2:36][CH3:37])=[O:34])[O:11]1.[Cl:1][C:2]1[C:7]([O:8][CH3:9])=[CH:6][CH:5]=[CH:4][C:3]=1[C@H:10]1[C:16]2[CH:17]=[C:18]([C:21]([F:22])([F:23])[F:24])[CH:19]=[CH:20][C:15]=2[N:14]2[C:25]([C:28]([F:31])([F:30])[CH3:29])=[N:26][N:27]=[C:13]2[C@H:12]([CH2:32][C:33]([O:35][CH2:36][CH3:37])=[O:34])[O:11]1. The catalyst class is: 32. (4) The catalyst class is: 441. Reactant: [C:1]([C:3]1[CH:4]=[N:5][CH:6]=[C:7]([CH2:9][N:10]2[CH2:14][CH2:13][CH2:12][CH2:11]2)[CH:8]=1)#[CH:2].[N:15]1([C:20]2[CH:21]=[C:22]([NH:30][C:31](=[O:40])[C:32]3[CH:37]=[CH:36][C:35]([CH3:38])=[C:34](I)[CH:33]=3)[CH:23]=[C:24]([C:26]([F:29])([F:28])[F:27])[CH:25]=2)[CH:19]=[CH:18][N:17]=[CH:16]1.C(N(C(C)C)CC)(C)C. Product: [N:15]1([C:20]2[CH:21]=[C:22]([NH:30][C:31](=[O:40])[C:32]3[CH:37]=[CH:36][C:35]([CH3:38])=[C:34]([C:2]#[C:1][C:3]4[CH:4]=[N:5][CH:6]=[C:7]([CH2:9][N:10]5[CH2:14][CH2:13][CH2:12][CH2:11]5)[CH:8]=4)[CH:33]=3)[CH:23]=[C:24]([C:26]([F:29])([F:28])[F:27])[CH:25]=2)[CH:19]=[CH:18][N:17]=[CH:16]1. (5) Reactant: [CH2:1]([C:3]1[S:39][C:6]2[N:7]([CH2:24][C:25]3[CH:30]=[CH:29][C:28]([C:31]4[C:32]([C:37]#[N:38])=[CH:33][CH:34]=[CH:35][CH:36]=4)=[CH:27][CH:26]=3)[C:8](=[O:23])[N:9]([CH2:12][C:13]([C:15]3[CH:20]=[CH:19][C:18]([O:21]C)=[CH:17][CH:16]=3)=[O:14])[C:10](=[O:11])[C:5]=2[CH:4]=1)[CH3:2].C(OCC)(=O)C.O. Product: [CH2:1]([C:3]1[S:39][C:6]2[N:7]([CH2:24][C:25]3[CH:30]=[CH:29][C:28]([C:31]4[C:32]([C:37]#[N:38])=[CH:33][CH:34]=[CH:35][CH:36]=4)=[CH:27][CH:26]=3)[C:8](=[O:23])[N:9]([CH2:12][C:13]([C:15]3[CH:16]=[CH:17][C:18]([OH:21])=[CH:19][CH:20]=3)=[O:14])[C:10](=[O:11])[C:5]=2[CH:4]=1)[CH3:2]. The catalyst class is: 2. (6) Reactant: [CH3:1][NH2:2].[Cl:3][C:4]1[CH:9]=[C:8]([Cl:10])[CH:7]=[C:6]([Cl:11])[C:5]=1[S:12](Cl)(=[O:14])=[O:13].O. Product: [Cl:3][C:4]1[CH:9]=[C:8]([Cl:10])[CH:7]=[C:6]([Cl:11])[C:5]=1[S:12]([NH:2][CH3:1])(=[O:14])=[O:13]. The catalyst class is: 12. (7) Reactant: [Li].C(OC1C=CC(C(=O)C(C)C(OCC)=O)=CC=1)C1C=CC=CC=1.[Li].[CH2:26]([O:33][C:34]1[CH:39]=[CH:38][C:37]([C:40]([O-])=[C:41]([CH3:49])[C:42](=O)[C:43]([O:45][CH2:46][CH3:47])=[O:44])=[CH:36][CH:35]=1)[C:27]1[CH:32]=[CH:31][CH:30]=[CH:29][CH:28]=1.Cl.[Cl:52][C:53]1[CH:58]=[CH:57][CH:56]=[CH:55][C:54]=1[NH:59][NH2:60]. Product: [CH2:26]([O:33][C:34]1[CH:39]=[CH:38][C:37]([C:40]2[N:59]([C:54]3[CH:55]=[CH:56][CH:57]=[CH:58][C:53]=3[Cl:52])[N:60]=[C:42]([C:43]([O:45][CH2:46][CH3:47])=[O:44])[C:41]=2[CH3:49])=[CH:36][CH:35]=1)[C:27]1[CH:32]=[CH:31][CH:30]=[CH:29][CH:28]=1. The catalyst class is: 8. (8) Product: [Cl:18][C:19]1[C:20]([NH:2][CH2:3][CH2:4][CH2:5][C:6]([O:8][C:9]([CH3:12])([CH3:11])[CH3:10])=[O:7])=[N:21][CH:22]=[C:23]([C:24]#[N:25])[CH:26]=1. Reactant: Cl.[NH2:2][CH2:3][CH2:4][CH2:5][C:6]([O:8][C:9]([CH3:12])([CH3:11])[CH3:10])=[O:7].C(=O)(O)[O-].[Na+].[Cl:18][C:19]1[C:20](Cl)=[N:21][CH:22]=[C:23]([CH:26]=1)[C:24]#[N:25]. The catalyst class is: 12. (9) Reactant: [S:1]1[C:5]([C:6]2[C:14]3[C:10](=[CH:11][N:12]([CH2:15][O:16][CH2:17][CH2:18][Si:19]([CH3:22])([CH3:21])[CH3:20])[N:13]=3)[CH:9]=[C:8](Br)[CH:7]=2)=[CH:4][C:3]2[CH:24]=[CH:25][CH:26]=[CH:27][C:2]1=2.C([Li])CCC.[N:33]1[CH:38]=[CH:37][CH:36]=[CH:35][C:34]=1[CH:39]=[O:40]. Product: [S:1]1[C:5]([C:6]2[C:14]3[C:10](=[C:11]([CH:39]([C:34]4[CH:35]=[CH:36][CH:37]=[CH:38][N:33]=4)[OH:40])[N:12]([CH2:15][O:16][CH2:17][CH2:18][Si:19]([CH3:22])([CH3:21])[CH3:20])[N:13]=3)[CH:9]=[CH:8][CH:7]=2)=[CH:4][C:3]2[CH:24]=[CH:25][CH:26]=[CH:27][C:2]1=2. The catalyst class is: 7. (10) Reactant: [C:1]([O:5][C:6]([CH3:9])([CH3:8])[CH3:7])(=[O:4])[NH:2][NH2:3].[CH:10](=O)[C:11]1[CH:16]=[CH:15][CH:14]=[C:13]([O:17][CH3:18])[CH:12]=1. Product: [CH3:18][O:17][C:13]1[CH:12]=[C:11]([CH:10]=[N:3][NH:2][C:1]([O:5][C:6]([CH3:9])([CH3:8])[CH3:7])=[O:4])[CH:16]=[CH:15][CH:14]=1. The catalyst class is: 13.